From a dataset of Catalyst prediction with 721,799 reactions and 888 catalyst types from USPTO. Predict which catalyst facilitates the given reaction. (1) Reactant: F[C:2]1[CH:11]=[CH:10][C:5]([C:6]([O:8][CH3:9])=[O:7])=[CH:4][C:3]=1[N+:12]([O-:14])=[O:13].[F:15][C:16]1([F:21])[CH2:19][CH:18]([OH:20])[CH2:17]1.C([O-])([O-])=O.[Cs+].[Cs+].O. Product: [CH3:9][O:8][C:6](=[O:7])[C:5]1[CH:10]=[CH:11][C:2]([O:20][CH:18]2[CH2:19][C:16]([F:21])([F:15])[CH2:17]2)=[C:3]([N+:12]([O-:14])=[O:13])[CH:4]=1. The catalyst class is: 3. (2) Reactant: [NH2:1][C:2]1[C:3]([C:8]([OH:10])=[O:9])=[N:4][CH:5]=[CH:6][N:7]=1.[F:11][C:12]([F:23])([F:22])[C:13]1[CH:14]=[C:15]([N:19]=[C:20]=[O:21])[CH:16]=[CH:17][CH:18]=1. Product: [F:11][C:12]([F:22])([F:23])[C:13]1[CH:14]=[C:15]([NH:19][C:20](=[O:21])[NH:1][C:2]2[C:3]([C:8]([OH:10])=[O:9])=[N:4][CH:5]=[CH:6][N:7]=2)[CH:16]=[CH:17][CH:18]=1. The catalyst class is: 16. (3) Reactant: [C:1]([C:3]1[CH:11]=[CH:10][CH:9]=[C:8]2[C:4]=1[CH2:5][CH2:6][C@@H:7]2[NH:12][C:13](=[O:19])[O:14][C:15]([CH3:18])([CH3:17])[CH3:16])#[N:2].[H-].[Na+].Cl[CH2:23][C:24]([N:26]([CH3:28])[CH3:27])=[O:25]. Product: [C:1]([C:3]1[CH:11]=[CH:10][CH:9]=[C:8]2[C:4]=1[CH2:5][CH2:6][C@@H:7]2[N:12]([CH2:23][C:24]([N:26]([CH3:28])[CH3:27])=[O:25])[C:13](=[O:19])[O:14][C:15]([CH3:16])([CH3:18])[CH3:17])#[N:2]. The catalyst class is: 3. (4) Reactant: Br[C:2]1[CH:7]=[CH:6][CH:5]=[C:4](/[CH:8]=[CH:9]/[O:10][CH3:11])[C:3]=1[O:12][CH3:13].[Li]CCCC.[B:19](OC(C)C)([O:24]C(C)C)[O:20]C(C)C. Product: [CH3:13][O:12][C:3]1[C:4](/[CH:8]=[CH:9]/[O:10][CH3:11])=[CH:5][CH:6]=[CH:7][C:2]=1[B:19]([OH:24])[OH:20]. The catalyst class is: 7. (5) Reactant: CCO.[C:4]([OH:11])(=[O:10])[CH2:5][CH2:6][C:7]([OH:9])=[O:8].[N:12]12[CH2:19][CH2:18][CH:15]([CH2:16][CH2:17]1)[C@@H:14]([O:20][C:21]([N:23]1[CH2:32][CH2:31][C:30]3[C:25](=[CH:26][CH:27]=[CH:28][CH:29]=3)[CH:24]1[C:33]1[CH:38]=[CH:37][CH:36]=[CH:35][CH:34]=1)=[O:22])[CH2:13]2. The catalyst class is: 25. Product: [CH:36]1[CH:37]=[CH:38][C:33]([C@@H:24]2[N:23]([C:21]([O:20][C@@H:14]3[CH:15]4[CH2:16][CH2:17][N:12]([CH2:19][CH2:18]4)[CH2:13]3)=[O:22])[CH2:32][CH2:31][C:30]3[CH:29]=[CH:28][CH:27]=[CH:26][C:25]2=3)=[CH:34][CH:35]=1.[CH2:5]([C:4]([OH:11])=[O:10])[CH2:6][C:7]([OH:9])=[O:8].